From a dataset of Retrosynthesis with 50K atom-mapped reactions and 10 reaction types from USPTO. Predict the reactants needed to synthesize the given product. (1) Given the product CCOC(=O)CC1Sc2ccccc2N(CC#N)C1=O, predict the reactants needed to synthesize it. The reactants are: CCOC(=O)CC1Sc2ccccc2NC1=O.N#CCBr. (2) Given the product CN1CCC(c2nn(-c3ccc(Cl)cc3)c3ccccc23)CC1, predict the reactants needed to synthesize it. The reactants are: CN1CCC(c2n[nH]c3ccccc23)CC1.Fc1ccc(Cl)cc1. (3) The reactants are: CCOC(=O)c1cc(OCCNC(=O)OC(C)(C)C)cc(C(=O)OCC)n1. Given the product CCOC(=O)c1cc(OCCN)cc(C(=O)OCC)n1, predict the reactants needed to synthesize it.